From a dataset of Forward reaction prediction with 1.9M reactions from USPTO patents (1976-2016). Predict the product of the given reaction. (1) Given the reactants [F:1][C:2]1[CH:7]=[CH:6][C:5]([S:8][CH2:9][CH:10]2[CH2:15][CH2:14][CH:13]([CH3:16])[CH2:12][CH:11]2[C:17]([O:19]CC)=[O:18])=[CH:4][CH:3]=1.[Li+].[OH-].COCCOC.Cl, predict the reaction product. The product is: [F:1][C:2]1[CH:7]=[CH:6][C:5]([S:8][CH2:9][CH:10]2[CH2:15][CH2:14][CH:13]([CH3:16])[CH2:12][CH:11]2[C:17]([OH:19])=[O:18])=[CH:4][CH:3]=1. (2) Given the reactants [C:1]1([CH2:7][C:8]([C:10]2[CH:14]=[CH:13][S:12][CH:11]=2)=O)[CH:6]=[CH:5][CH:4]=[CH:3][CH:2]=1.[CH2:15]([O:17][C:18]1[CH:19]=[C:20]([CH:23]=[C:24]([N+:27]([O-:29])=[O:28])[C:25]=1[OH:26])[CH:21]=O)[CH3:16].[NH2:30][C:31]([NH2:33])=[O:32].Cl, predict the reaction product. The product is: [CH2:15]([O:17][C:18]1[CH:19]=[C:20]([CH:21]2[C:7]([C:1]3[CH:6]=[CH:5][CH:4]=[CH:3][CH:2]=3)=[C:8]([C:10]3[CH:14]=[CH:13][S:12][CH:11]=3)[NH:33][C:31](=[O:32])[NH:30]2)[CH:23]=[C:24]([N+:27]([O-:29])=[O:28])[C:25]=1[OH:26])[CH3:16]. (3) Given the reactants Br[C:2]1[CH:3]=[C:4]2[C:9](=[CH:10][CH:11]=1)[N:8]=[CH:7][C:6]([C:12]([CH:14]1[CH2:16][CH2:15]1)=[O:13])=[C:5]2[NH:17][C@H:18]1[CH2:23][CH2:22][C@H:21]([CH2:24][N:25]2[CH2:29][CH2:28][CH:27]([O:30][CH3:31])[CH2:26]2)[CH2:20][CH2:19]1.[Cl:32][C:33]1[CH:38]=[C:37](B2OC(C)(C)C(C)(C)O2)[CH:36]=[C:35]([Cl:48])[C:34]=1[OH:49].C([O-])([O-])=O.[Cs+].[Cs+], predict the reaction product. The product is: [CH:14]1([C:12]([C:6]2[CH:7]=[N:8][C:9]3[C:4]([C:5]=2[NH:17][C@H:18]2[CH2:19][CH2:20][C@H:21]([CH2:24][N:25]4[CH2:29][CH2:28][CH:27]([O:30][CH3:31])[CH2:26]4)[CH2:22][CH2:23]2)=[CH:3][C:2]([C:37]2[CH:38]=[C:33]([Cl:32])[C:34]([OH:49])=[C:35]([Cl:48])[CH:36]=2)=[CH:11][CH:10]=3)=[O:13])[CH2:15][CH2:16]1. (4) Given the reactants C1(O[C:8](=[O:29])[NH:9][C:10]2[S:14][N:13]=[C:12]([O:15][CH2:16][C:17]3[CH:22]=[C:21]([F:23])[C:20]([CH3:24])=[CH:19][C:18]=3[F:25])[C:11]=2[C:26](=[O:28])[NH2:27])C=CC=CC=1.[CH:30]([NH:33][CH2:34][CH2:35][CH2:36][CH2:37][CH2:38][NH2:39])([CH3:32])[CH3:31], predict the reaction product. The product is: [F:25][C:18]1[CH:19]=[C:20]([CH3:24])[C:21]([F:23])=[CH:22][C:17]=1[CH2:16][O:15][C:12]1[C:11]([C:26]([NH2:27])=[O:28])=[C:10]([NH:9][C:8]([NH:39][CH2:38][CH2:37][CH2:36][CH2:35][CH2:34][NH:33][CH:30]([CH3:32])[CH3:31])=[O:29])[S:14][N:13]=1.